Dataset: Forward reaction prediction with 1.9M reactions from USPTO patents (1976-2016). Task: Predict the product of the given reaction. Given the reactants [CH3:1][C:2]1([CH3:13])[C:6]2=[C:7]([OH:12])[CH:8]=[CH:9][C:10]([CH3:11])=[C:5]2[O:4][CH2:3]1.Cl[C:15]1[CH:20]=[CH:19][C:18]([N+:21]([O-:23])=[O:22])=[CH:17][N:16]=1.C([O-])([O-])=O.[K+].[K+], predict the reaction product. The product is: [N+:21]([C:18]1[CH:19]=[CH:20][C:15]([O:12][C:7]2[C:6]3[C:2]([CH3:13])([CH3:1])[CH2:3][O:4][C:5]=3[C:10]([CH3:11])=[CH:9][CH:8]=2)=[N:16][CH:17]=1)([O-:23])=[O:22].